This data is from TCR-epitope binding with 47,182 pairs between 192 epitopes and 23,139 TCRs. The task is: Binary Classification. Given a T-cell receptor sequence (or CDR3 region) and an epitope sequence, predict whether binding occurs between them. (1) The epitope is EILDITPCSF. The TCR CDR3 sequence is CASSEYRGYTDTQYF. Result: 1 (the TCR binds to the epitope). (2) Result: 1 (the TCR binds to the epitope). The TCR CDR3 sequence is CASSYHLSGSSDEQYF. The epitope is WICLLQFAY. (3) The epitope is TTLPVNVAF. The TCR CDR3 sequence is CASATGADTEAFF. Result: 0 (the TCR does not bind to the epitope).